This data is from Drug-target binding data from BindingDB using IC50 measurements. The task is: Regression. Given a target protein amino acid sequence and a drug SMILES string, predict the binding affinity score between them. We predict pIC50 (pIC50 = -log10(IC50 in M); higher means more potent). Dataset: bindingdb_ic50. (1) The target protein (O00459) has sequence MAGPEGFQYRALYPFRRERPEDLELLPGDVLVVSRAALQALGVAEGGERCPQSVGWMPGLNERTRQRGDFPGTYVEFLGPVALARPGPRPRGPRPLPARPRDGAPEPGLTLPDLPEQFSPPDVAPPLLVKLVEAIERTGLDSESHYRPELPAPRTDWSLSDVDQWDTAALADGIKSFLLALPAPLVTPEASAEARRALREAAGPVGPALEPPTLPLHRALTLRFLLQHLGRVASRAPALGPAVRALGATFGPLLLRAPPPPSSPPPGGAPDGSEPSPDFPALLVEKLLQEHLEEQEVAPPALPPKPPKAKPASTVLANGGSPPSLQDAEWYWGDISREEVNEKLRDTPDGTFLVRDASSKIQGEYTLTLRKGGNNKLIKVFHRDGHYGFSEPLTFCSVVDLINHYRHESLAQYNAKLDTRLLYPVSKYQQDQIVKEDSVEAVGAQLKVYHQQYQDKSREYDQLYEEYTRTSQELQMKRTAIEAFNETIKIFEEQGQTQEK.... The pIC50 is 3.6. The small molecule is C[C@H](Nc1nc(N)nc(N)c1C#N)c1nc2c(Cl)cc(F)cc2c(=O)n1-c1cccc(C(N)=O)c1. (2) The small molecule is O=Nc1c(C2C(=O)Nc3cc(Br)ccc32)[nH]c2cc(Br)ccc12. The target protein sequence is MSGRPRTTSFAESCKPVQQPSAFGSMKVSRDKDGSKVTTVVATPGQGPDRPQEVSYTDTKVIGNGSFGVVYQAKLCDSGELVAIKKVLQDKRFKNRELQIMRKLDHCNIVRLRYFFYSSGEKKDEVYLNLVLDYVPETVYRVARHYSRAKQTLPVIYVKLYMYQLFRSLAYIHSFGICHRDIKPQNLLLDPDTAVLKLCDFGSAKQLVRGEPNVSYICSRYYRAPELIFGATDYTSSIDVWSAGCVLAELLLGQPIFPGDSGVDQLVEIIKVLGTPTREQIREMNPNYTEFKFPQIKAHPWTKDSSGTGHFTSGVRVFRPRTPPEAIALCSRLLEYTPTARLTPLEACAHSFFDELRDPNVKLPNGRDTPALFNFTTQELSSNPPLATILIPPHARIQAAASTPSNATAASDTNAGDRGQTNNTASASASNST. The pIC50 is 6.9. (3) The small molecule is COc1ccc(/C=C/C(=O)NO)cc1. The target protein (Q9UKV0) has sequence MHSMISSVDVKSEVPVGLEPISPLDLRTDLRMMMPVVDPVVREKQLQQELLLIQQQQQIQKQLLIAEFQKQHENLTRQHQAQLQEHIKELLAIKQQQELLEKEQKLEQQRQEQEVERHRREQQLPPLRGKDRGRERAVASTEVKQKLQEFLLSKSATKDTPTNGKNHSVSRHPKLWYTAAHHTSLDQSSPPLSGTSPSYKYTLPGAQDAKDDFPLRKTASEPNLKVRSRLKQKVAERRSSPLLRRKDGNVVTSFKKRMFEVTESSVSSSSPGSGPSSPNNGPTGSVTENETSVLPPTPHAEQMVSQQRILIHEDSMNLLSLYTSPSLPNITLGLPAVPSQLNASNSLKEKQKCETQTLRQGVPLPGQYGGSIPASSSHPHVTLEGKPPNSSHQALLQHLLLKEQMRQQKLLVAGGVPLHPQSPLATKERISPGIRGTHKLPRHRPLNRTQSAPLPQSTLAQLVIQQQHQQFLEKQKQYQQQIHMNKLLSKSIEQLKQPGS.... The pIC50 is 4.2.